Task: Predict the reactants needed to synthesize the given product.. Dataset: Full USPTO retrosynthesis dataset with 1.9M reactions from patents (1976-2016) (1) Given the product [CH2:1]([O:3][C:4]1[CH:17]=[CH:16][C:7](/[CH:8]=[C:9]2/[C:10](=[O:15])[N:11]([CH2:19][C:20]([O:22][C:23]([CH3:26])([CH3:25])[CH3:24])=[O:21])[C:12](=[O:14])[S:13]/2)=[CH:6][CH:5]=1)[CH3:2], predict the reactants needed to synthesize it. The reactants are: [CH2:1]([O:3][C:4]1[CH:17]=[CH:16][C:7](/[CH:8]=[C:9]2/[C:10](=[O:15])[NH:11][C:12](=[O:14])[S:13]/2)=[CH:6][CH:5]=1)[CH3:2].Br[CH2:19][C:20]([O:22][C:23]([CH3:26])([CH3:25])[CH3:24])=[O:21].C(=O)([O-])[O-].[K+].[K+].C(OC1C=CC(/C=C2/C(=O)N(CCC)C(=O)S/2)=CC=1)C. (2) Given the product [C:30]([O:29][C:27]([N:19]([CH2:15][C:14]1[CH:17]=[CH:18][C:11]([C:7]2[S:6][CH:10]=[CH:9][N:8]=2)=[CH:12][CH:13]=1)[C:20]([O:22][C:23]([CH3:26])([CH3:25])[CH3:24])=[O:21])=[O:28])([CH3:33])([CH3:32])[CH3:31], predict the reactants needed to synthesize it. The reactants are: CN(C)C=O.[S:6]1[CH:10]=[CH:9][N:8]=[C:7]1[C:11]1[CH:18]=[CH:17][C:14]([CH2:15]Br)=[CH:13][CH:12]=1.[NH:19]([C:27]([O:29][C:30]([CH3:33])([CH3:32])[CH3:31])=[O:28])[C:20]([O:22][C:23]([CH3:26])([CH3:25])[CH3:24])=[O:21].C(=O)([O-])[O-].[K+].[K+].